This data is from Reaction yield outcomes from USPTO patents with 853,638 reactions. The task is: Predict the reaction yield, written as a fraction of the theoretical maximum amount of product (1.0 means a 100% yield; for example, 0.34 means a 34% yield). (1) The reactants are [C:1]([C@@H:4]([NH:6][C:7]1[N:12]=[C:11]([C:13]2[CH:18]=[CH:17][C:16]([OH:19])=[CH:15][CH:14]=2)[N:10]=[C:9]([C:20]([NH2:22])=[O:21])[CH:8]=1)[CH3:5])(=[O:3])[NH2:2].F[C:24]1[CH:31]=[CH:30][C:27]([C:28]#[N:29])=[CH:26][CH:25]=1.C(=O)([O-])[O-].[K+].[K+]. The catalyst is CN(C)C=O. The product is [C:1]([C@@H:4]([NH:6][C:7]1[N:12]=[C:11]([C:13]2[CH:18]=[CH:17][C:16]([O:19][C:24]3[CH:31]=[CH:30][C:27]([C:28]#[N:29])=[CH:26][CH:25]=3)=[CH:15][CH:14]=2)[N:10]=[C:9]([C:20]([NH2:22])=[O:21])[CH:8]=1)[CH3:5])(=[O:3])[NH2:2]. The yield is 0.330. (2) The reactants are [C:1]1([CH2:17][NH:18][CH2:19][C:20]2[CH:25]=[CH:24][C:23]([F:26])=[CH:22][CH:21]=2)[CH:6]=[CH:5][CH:4]=[CH:3][C:2]=1[CH2:7][NH:8][CH2:9][C:10]1[CH:15]=[CH:14][C:13]([F:16])=[CH:12][CH:11]=1.C(N(CC)CC)C.[Cl:34][C:35]1[CH:36]=[C:37]([S:42](Cl)(=[O:44])=[O:43])[CH:38]=[C:39]([Cl:41])[CH:40]=1. The catalyst is C(Cl)Cl. The product is [Cl:41][C:39]1[CH:38]=[C:37]([S:42]([N:8]([CH2:9][C:10]2[CH:15]=[CH:14][C:13]([F:16])=[CH:12][CH:11]=2)[CH2:7][C:2]2[CH:3]=[CH:4][CH:5]=[CH:6][C:1]=2[CH2:17][NH:18][CH2:19][C:20]2[CH:25]=[CH:24][C:23]([F:26])=[CH:22][CH:21]=2)(=[O:43])=[O:44])[CH:36]=[C:35]([Cl:34])[CH:40]=1. The yield is 0.530. (3) The reactants are [CH3:1][O:2][C:3]1[CH:28]=[CH:27][C:6]([CH2:7][N:8]2[C:13]3[N:14]=[CH:15][C:16]([CH2:18][O:19]COC)=[CH:17][C:12]=3[C:11]3=[N:23][CH:24]=[N:25][N:10]3[C:9]2=[O:26])=[CH:5][CH:4]=1.Cl. The catalyst is CO. The product is [OH:19][CH2:18][C:16]1[CH:15]=[N:14][C:13]2[N:8]([CH2:7][C:6]3[CH:5]=[CH:4][C:3]([O:2][CH3:1])=[CH:28][CH:27]=3)[C:9](=[O:26])[N:10]3[N:25]=[CH:24][N:23]=[C:11]3[C:12]=2[CH:17]=1. The yield is 0.590. (4) The reactants are [CH2:1]([O:8][CH2:9][C@H:10]1[C@@H:14]([O:15][Si:16]([C:19]([CH3:22])([CH3:21])[CH3:20])([CH3:18])[CH3:17])[CH2:13][C@@H:12](O)[CH2:11]1)[C:2]1[CH:7]=[CH:6][CH:5]=[CH:4][CH:3]=1.C1C=CC(P(C2C=CC=CC=2)C2C=CC=CC=2)=CC=1.CCOC(/N=N/C(OCC)=O)=O.C1C=CC(OP(OC2C=CC=CC=2)([N:64]=[N+:65]=[N-:66])=O)=CC=1. The catalyst is C1COCC1. The product is [N:64]([C@H:12]1[CH2:13][C@H:14]([O:15][Si:16]([C:19]([CH3:22])([CH3:21])[CH3:20])([CH3:18])[CH3:17])[C@H:10]([CH2:9][O:8][CH2:1][C:2]2[CH:7]=[CH:6][CH:5]=[CH:4][CH:3]=2)[CH2:11]1)=[N+:65]=[N-:66]. The yield is 0.630.